Dataset: NCI-60 drug combinations with 297,098 pairs across 59 cell lines. Task: Regression. Given two drug SMILES strings and cell line genomic features, predict the synergy score measuring deviation from expected non-interaction effect. (1) Drug 1: C1C(C(OC1N2C=NC(=NC2=O)N)CO)O. Drug 2: COCCOC1=C(C=C2C(=C1)C(=NC=N2)NC3=CC=CC(=C3)C#C)OCCOC.Cl. Cell line: NCI-H226. Synergy scores: CSS=1.98, Synergy_ZIP=1.69, Synergy_Bliss=6.38, Synergy_Loewe=1.76, Synergy_HSA=2.77. (2) Drug 1: COC1=CC(=CC(=C1O)OC)C2C3C(COC3=O)C(C4=CC5=C(C=C24)OCO5)OC6C(C(C7C(O6)COC(O7)C8=CC=CS8)O)O. Drug 2: CCCCC(=O)OCC(=O)C1(CC(C2=C(C1)C(=C3C(=C2O)C(=O)C4=C(C3=O)C=CC=C4OC)O)OC5CC(C(C(O5)C)O)NC(=O)C(F)(F)F)O. Cell line: MDA-MB-231. Synergy scores: CSS=30.2, Synergy_ZIP=-7.13, Synergy_Bliss=-3.09, Synergy_Loewe=-4.55, Synergy_HSA=-2.14. (3) Drug 1: CN1C(=O)N2C=NC(=C2N=N1)C(=O)N. Drug 2: CC(C)CN1C=NC2=C1C3=CC=CC=C3N=C2N. Cell line: SF-268. Synergy scores: CSS=-1.40, Synergy_ZIP=2.64, Synergy_Bliss=3.43, Synergy_Loewe=-0.773, Synergy_HSA=-0.328. (4) Drug 1: CC(C1=C(C=CC(=C1Cl)F)Cl)OC2=C(N=CC(=C2)C3=CN(N=C3)C4CCNCC4)N. Drug 2: CC12CCC3C(C1CCC2O)C(CC4=C3C=CC(=C4)O)CCCCCCCCCS(=O)CCCC(C(F)(F)F)(F)F. Cell line: SF-539. Synergy scores: CSS=6.44, Synergy_ZIP=-1.10, Synergy_Bliss=3.07, Synergy_Loewe=3.24, Synergy_HSA=3.37. (5) Drug 1: C1=NC2=C(N=C(N=C2N1C3C(C(C(O3)CO)O)O)F)N. Drug 2: CN1C2=C(C=C(C=C2)N(CCCl)CCCl)N=C1CCCC(=O)O.Cl. Cell line: SK-MEL-5. Synergy scores: CSS=11.0, Synergy_ZIP=1.92, Synergy_Bliss=-5.59, Synergy_Loewe=-1.39, Synergy_HSA=-2.01. (6) Cell line: SF-539. Synergy scores: CSS=15.9, Synergy_ZIP=-5.91, Synergy_Bliss=-5.56, Synergy_Loewe=-19.6, Synergy_HSA=-5.10. Drug 1: C1=CC(=CC=C1CCCC(=O)O)N(CCCl)CCCl. Drug 2: CN(C(=O)NC(C=O)C(C(C(CO)O)O)O)N=O. (7) Drug 1: CC1=C(C=C(C=C1)NC2=NC=CC(=N2)N(C)C3=CC4=NN(C(=C4C=C3)C)C)S(=O)(=O)N.Cl. Drug 2: C1CCC(C(C1)N)N.C(=O)(C(=O)[O-])[O-].[Pt+4]. Cell line: IGROV1. Synergy scores: CSS=7.39, Synergy_ZIP=-4.50, Synergy_Bliss=-4.43, Synergy_Loewe=-42.7, Synergy_HSA=-3.98.